From a dataset of Forward reaction prediction with 1.9M reactions from USPTO patents (1976-2016). Predict the product of the given reaction. (1) Given the reactants [C:1]([C:3]1[CH:8]=[CH:7][C:6]([OH:9])=[CH:5][CH:4]=1)#[N:2].[H-].[Na+].Br[C:13]1[CH:18]=[CH:17][CH:16]=[C:15](Br)[N:14]=1.O.C[N:22](C=O)C, predict the reaction product. The product is: [NH2:22][C:15]1[N:14]=[C:13]([O:9][C:6]2[CH:7]=[CH:8][C:3]([C:1]#[N:2])=[CH:4][CH:5]=2)[CH:18]=[CH:17][CH:16]=1. (2) Given the reactants [CH3:1][O:2][C:3]1[CH:8]=[CH:7][C:6]([C:9]2[CH2:14][CH2:13][C:12](=O)[CH2:11][CH:10]=2)=[CH:5][CH:4]=1.[NH:16]1[CH2:19][CH:18]([NH:20][C:21]([CH2:23][NH:24][C:25](=[O:36])[C:26]2[CH:31]=[CH:30][CH:29]=[C:28]([C:32]([F:35])([F:34])[F:33])[CH:27]=2)=[O:22])[CH2:17]1, predict the reaction product. The product is: [CH3:1][O:2][C:3]1[CH:8]=[CH:7][C:6]([CH:9]2[CH2:14][CH2:13][CH:12]([N:16]3[CH2:19][CH:18]([NH:20][C:21]([CH2:23][NH:24][C:25](=[O:36])[C:26]4[CH:31]=[CH:30][CH:29]=[C:28]([C:32]([F:35])([F:33])[F:34])[CH:27]=4)=[O:22])[CH2:17]3)[CH2:11][CH2:10]2)=[CH:5][CH:4]=1. (3) The product is: [OH:1][CH2:2][C:3]([NH:6][C:7]1[CH:14]=[CH:13][C:10]([C:11]([OH:19])=[O:16])=[C:9]([CH3:15])[CH:8]=1)([CH3:5])[CH3:4]. Given the reactants [OH:1][CH2:2][C:3]([NH:6][C:7]1[CH:14]=[CH:13][C:10]([C:11]#N)=[C:9]([CH3:15])[CH:8]=1)([CH3:5])[CH3:4].[OH-:16].[Na+].Cl.[OH2:19].CO, predict the reaction product. (4) Given the reactants [C:1]([C:4]1[CH:11]=[CH:10][C:7]([CH:8]=O)=[CH:6][CH:5]=1)([OH:3])=[O:2].[C:12]1([S:18]([NH2:21])(=[O:20])=[O:19])[CH:17]=[CH:16][CH:15]=[CH:14][CH:13]=1.C1(C)C=CC=CC=1.C1(C)C=CC(S(O)(=O)=O)=CC=1, predict the reaction product. The product is: [C:12]1([S:18]([N:21]=[C:8]=[C:7]2[CH:10]=[CH:11][C:4]([C:1]([OH:3])=[O:2])=[CH:5][CH2:6]2)(=[O:20])=[O:19])[CH:17]=[CH:16][CH:15]=[CH:14][CH:13]=1. (5) Given the reactants C(O)(C(F)(F)F)=O.[Cl:8][C:9]1[C:10]([F:46])=[C:11]([NH:15][C:16]2[C:25]3[C:20](=[CH:21][C:22]([O:44][CH3:45])=[C:23]([O:26][C@@H:27]4[CH2:32][CH2:31][N:30](C(OC(C)(C)C)=O)[C@@H:29]([C:40]([NH:42][CH3:43])=[O:41])[CH2:28]4)[CH:24]=3)[N:19]=[CH:18][N:17]=2)[CH:12]=[CH:13][CH:14]=1, predict the reaction product. The product is: [Cl:8][C:9]1[C:10]([F:46])=[C:11]([NH:15][C:16]2[C:25]3[C:20](=[CH:21][C:22]([O:44][CH3:45])=[C:23]([O:26][C@@H:27]4[CH2:32][CH2:31][NH:30][C@@H:29]([C:40]([NH:42][CH3:43])=[O:41])[CH2:28]4)[CH:24]=3)[N:19]=[CH:18][N:17]=2)[CH:12]=[CH:13][CH:14]=1. (6) Given the reactants [NH2:1][C:2]1[C:3]([OH:13])=[C:4]([CH:10]=[CH:11][CH:12]=1)[C:5]([O:7][CH2:8]C)=[O:6].C(N(CC)CC)C.[CH2:21]([O:28][C:29]([N:31]1[CH2:36][CH2:35][CH:34]([C:37](Cl)=[O:38])[CH2:33][CH2:32]1)=[O:30])[C:22]1[CH:27]=[CH:26][CH:25]=[CH:24][CH:23]=1, predict the reaction product. The product is: [CH2:21]([O:28][C:29]([N:31]1[CH2:36][CH2:35][CH:34]([C:37](=[O:38])[NH:1][C:2]2[CH:12]=[CH:11][CH:10]=[C:4]([C:5]([O:7][CH3:8])=[O:6])[C:3]=2[OH:13])[CH2:33][CH2:32]1)=[O:30])[C:22]1[CH:27]=[CH:26][CH:25]=[CH:24][CH:23]=1. (7) Given the reactants [NH2:1][CH2:2][CH:3]([C:8]1([CH3:13])[O:12][CH2:11][CH2:10][O:9]1)[C:4]([O:6][CH3:7])=[O:5].[N+:14]([C:17]1[CH:27]=[CH:26][CH:25]=[C:19]2[C:20]([O:22][C:23](=O)[C:18]=12)=[O:21])([O-:16])=[O:15], predict the reaction product. The product is: [N+:14]([C:17]1[CH:27]=[CH:26][CH:25]=[C:19]2[C:18]=1[C:23](=[O:22])[N:1]([CH2:2][CH:3]([C:8]1([CH3:13])[O:9][CH2:10][CH2:11][O:12]1)[C:4]([O:6][CH3:7])=[O:5])[C:20]2=[O:21])([O-:16])=[O:15].